Dataset: Reaction yield outcomes from USPTO patents with 853,638 reactions. Task: Predict the reaction yield, written as a fraction of the theoretical maximum amount of product (1.0 means a 100% yield; for example, 0.34 means a 34% yield). (1) The reactants are Br[C:2]1[CH:3]=[C:4]([N:8]([CH2:16][C:17]2[CH:22]=[CH:21][CH:20]=[C:19]([O:23][C:24]([F:27])([F:26])[F:25])[CH:18]=2)[CH2:9][CH:10]([OH:15])[C:11]([F:14])([F:13])[F:12])[CH:5]=[CH:6][CH:7]=1.[OH:28][C:29]1[CH:30]=[CH:31][C:32]([CH3:35])=[N:33][CH:34]=1.C([O-])([O-])=O.[Cs+].[Cs+]. The catalyst is CC(N(C)C)=O. The product is [CH3:35][C:32]1[CH:31]=[CH:30][C:29]([O:28][C:2]2[CH:3]=[C:4]([N:8]([CH2:16][C:17]3[CH:22]=[CH:21][CH:20]=[C:19]([O:23][C:24]([F:27])([F:26])[F:25])[CH:18]=3)[CH2:9][CH:10]([OH:15])[C:11]([F:14])([F:13])[F:12])[CH:5]=[CH:6][CH:7]=2)=[CH:34][N:33]=1. The yield is 0.610. (2) The reactants are C1(C)C=CC(S(O[C@@H:11]([CH2:13]/[CH:14]=[CH:15]/[C:16]2[CH:17]=[N:18][CH:19]=[C:20]([O:22][CH:23]([CH3:25])[CH3:24])[CH:21]=2)[CH3:12])(=O)=O)=CC=1.[CH3:27][NH2:28]. The catalyst is C(O)C. The product is [CH3:27][NH:28][C@H:11]([CH2:13]/[CH:14]=[CH:15]/[C:16]1[CH:17]=[N:18][CH:19]=[C:20]([O:22][CH:23]([CH3:25])[CH3:24])[CH:21]=1)[CH3:12]. The yield is 0.310. (3) The reactants are [N+:1]([O-:4])([OH:3])=[O:2].C(OC(=O)C)(=O)C.[C:12]1([CH2:20]O)[CH:17]=[CH:16][CH:15]=[C:14]([CH2:18][OH:19])[CH:13]=1.CCOC(C)=O. The catalyst is C1COCC1.CCCCCC. The product is [N+:1]([O:4][CH2:20][C:12]1[CH:13]=[C:14]([CH2:18][OH:19])[CH:15]=[CH:16][CH:17]=1)([O-:3])=[O:2]. The yield is 0.720. (4) The reactants are CC1C=CC(S(O)(=O)=O)=CC=1.[CH2:12]([N:19]1[C@@H:26]2[C@@H:21]([CH2:22][CH2:23][NH:24][CH2:25]2)[CH2:20]1)[C:13]1[CH:18]=[CH:17][CH:16]=[CH:15][CH:14]=1.Br[C:28]1[CH:29]=[N:30][CH:31]=[CH:32][CH:33]=1.CC(C)([O-])C.[Na+]. No catalyst specified. The product is [CH2:12]([N:19]1[C@@H:26]2[C@@H:21]([CH2:22][CH2:23][N:24]([C:28]3[CH:29]=[N:30][CH:31]=[CH:32][CH:33]=3)[CH2:25]2)[CH2:20]1)[C:13]1[CH:14]=[CH:15][CH:16]=[CH:17][CH:18]=1. The yield is 0.570.